From a dataset of Forward reaction prediction with 1.9M reactions from USPTO patents (1976-2016). Predict the product of the given reaction. (1) Given the reactants [F:1][C:2]1[CH:7]=[C:6]([O:8][CH2:9][C:10]2[CH:11]=[C:12]([C:16]3[C:21]([CH3:22])=[CH:20][C:19]([OH:23])=[CH:18][C:17]=3[CH3:24])[CH:13]=[CH:14][CH:15]=2)[CH:5]=[CH:4][C:3]=1[CH2:25][CH2:26][C:27]([O:29][CH2:30][CH3:31])=[O:28].[S:32]1[CH2:37][CH2:36][CH:35](O)[CH2:34][CH2:33]1.C1(P(C2C=CC=CC=2)C2C=CC=CC=2)C=CC=CC=1.N(C(OCC)=O)=NC(OCC)=O, predict the reaction product. The product is: [CH3:22][C:21]1[CH:20]=[C:19]([O:23][CH:35]2[CH2:36][CH2:37][S:32][CH2:33][CH2:34]2)[CH:18]=[C:17]([CH3:24])[C:16]=1[C:12]1[CH:13]=[CH:14][CH:15]=[C:10]([CH2:9][O:8][C:6]2[CH:5]=[CH:4][C:3]([CH2:25][CH2:26][C:27]([O:29][CH2:30][CH3:31])=[O:28])=[C:2]([F:1])[CH:7]=2)[CH:11]=1. (2) Given the reactants [CH3:1][S:2][C:3]1[N:8]=[C:7]([C:9]2[S:13][C:12]([C:14]([OH:16])=O)=[CH:11][CH:10]=2)[CH:6]=[CH:5][N:4]=1.[NH:17]1[CH2:22][CH2:21][O:20][CH2:19][CH2:18]1.CCN=C=NCCCN(C)C.C1C=NC2N(O)N=NC=2C=1.C(N(CC)CC)C, predict the reaction product. The product is: [CH3:1][S:2][C:3]1[N:8]=[C:7]([C:9]2[S:13][C:12]([C:14]([N:17]3[CH2:22][CH2:21][O:20][CH2:19][CH2:18]3)=[O:16])=[CH:11][CH:10]=2)[CH:6]=[CH:5][N:4]=1. (3) Given the reactants [NH2:1][C:2]1[N:3]=[C:4]([NH:12][C@H:13]([C:15]2[N:24]([C:25]3[CH:30]=[CH:29][CH:28]=[CH:27][CH:26]=3)[C:23](=[O:31])[C:22]3[C:17](=[CH:18][CH:19]=[CH:20][C:21]=3Cl)[N:16]=2)[CH3:14])[C:5]2[N:11]=[CH:10][CH:9]=[CH:8][C:6]=2[N:7]=1.[CH3:33][C:34]1[N:39]=[CH:38][C:37](B2OC(C)(C)C(C)(C)O2)=[CH:36][N:35]=1.C1(P(C2CCCCC2)C2C=CC=CC=2C2C(OC(C)C)=CC=CC=2OC(C)C)CCCCC1.C([O-])([O-])=O.[Na+].[Na+], predict the reaction product. The product is: [NH2:1][C:2]1[N:3]=[C:4]([NH:12][C@H:13]([C:15]2[N:24]([C:25]3[CH:30]=[CH:29][CH:28]=[CH:27][CH:26]=3)[C:23](=[O:31])[C:22]3[C:17](=[CH:18][CH:19]=[CH:20][C:21]=3[C:37]3[CH:36]=[N:35][C:34]([CH3:33])=[N:39][CH:38]=3)[N:16]=2)[CH3:14])[C:5]2[N:11]=[CH:10][CH:9]=[CH:8][C:6]=2[N:7]=1. (4) Given the reactants F[C:2]1C=C(C(N)C)C=C(F)C=1.[ClH:12].[NH2:13][C:14]1([C:19]([O:21][CH3:22])=[O:20])[CH2:18][CH2:17][CH2:16][CH2:15]1.NC1(C(O)=O)CCCCC1, predict the reaction product. The product is: [ClH:12].[NH2:13][C:14]1([C:19]([O:21][CH3:22])=[O:20])[CH2:18][CH2:17][CH2:16][CH2:15][CH2:2]1. (5) Given the reactants Br[C:2]1[CH:3]=[C:4]([CH:11]=[C:12]([CH3:15])[C:13]=1[CH3:14])[C:5]([NH:7][CH:8]1[CH2:10][CH2:9]1)=[O:6].[CH:16]1([CH2:19][NH:20][C:21](=[O:37])[C:22]2[CH:27]=[CH:26][C:25](B3OC(C)(C)C(C)(C)O3)=[CH:24][CH:23]=2)[CH2:18][CH2:17]1.C(=O)([O-])O.[Na+], predict the reaction product. The product is: [CH:8]1([NH:7][C:5]([C:4]2[CH:3]=[C:2]([C:25]3[CH:26]=[CH:27][C:22]([C:21]([NH:20][CH2:19][CH:16]4[CH2:18][CH2:17]4)=[O:37])=[CH:23][CH:24]=3)[C:13]([CH3:14])=[C:12]([CH3:15])[CH:11]=2)=[O:6])[CH2:10][CH2:9]1. (6) Given the reactants [C:1](#[N:3])[CH3:2].C([Li])CCC.[Cl:9][CH2:10][C:11]1[CH:16]=[CH:15][C:14]([CH2:17]Cl)=[CH:13][CH:12]=1, predict the reaction product. The product is: [Cl:9][CH2:10][C:11]1[CH:16]=[CH:15][C:14]([CH2:17][CH2:2][C:1]#[N:3])=[CH:13][CH:12]=1. (7) Given the reactants Br[C:2]1[CH:3]=[C:4]2[C:9](=[CH:10][CH:11]=1)[N:8]=[C:7]([C:12]([F:15])([F:14])[F:13])[C:6]([C:16]1[CH:21]=[CH:20][CH:19]=[CH:18][CH:17]=1)=[C:5]2[C:22]([F:25])([F:24])[F:23].C([Mg]Cl)(C)C.[CH3:31][N:32]1[C:36]([C:37]([C:39]2[N:43]([CH3:44])[N:42]=[N:41][CH:40]=2)=[O:38])=[CH:35][N:34]=[N:33]1, predict the reaction product. The product is: [CH3:44][N:43]1[C:39]([C:37]([C:36]2[N:32]([CH3:31])[N:33]=[N:34][CH:35]=2)([C:2]2[CH:3]=[C:4]3[C:9](=[CH:10][CH:11]=2)[N:8]=[C:7]([C:12]([F:15])([F:13])[F:14])[C:6]([C:16]2[CH:21]=[CH:20][CH:19]=[CH:18][CH:17]=2)=[C:5]3[C:22]([F:25])([F:24])[F:23])[OH:38])=[CH:40][N:41]=[N:42]1. (8) Given the reactants O.[OH-].[Li+].[CH:4]1([C@@:10]([C:39]([O:41]C)=[O:40])([CH3:38])[NH:11][C:12]([C:14]2[CH:19]=[CH:18][C:17]([F:20])=[CH:16][C:15]=2[NH:21][C:22]([NH:24][C:25]2[C:30]([Cl:31])=[CH:29][C:28]([O:32][C:33]([F:36])([F:35])[F:34])=[CH:27][C:26]=2[Cl:37])=[O:23])=[O:13])[CH2:9][CH2:8][CH2:7][CH2:6][CH2:5]1.CO.Cl, predict the reaction product. The product is: [CH:4]1([C@@:10]([C:39]([OH:41])=[O:40])([CH3:38])[NH:11][C:12]([C:14]2[CH:19]=[CH:18][C:17]([F:20])=[CH:16][C:15]=2[NH:21][C:22]([NH:24][C:25]2[C:30]([Cl:31])=[CH:29][C:28]([O:32][C:33]([F:34])([F:35])[F:36])=[CH:27][C:26]=2[Cl:37])=[O:23])=[O:13])[CH2:9][CH2:8][CH2:7][CH2:6][CH2:5]1. (9) Given the reactants [NH2:1][CH2:2][C@@H:3]1[O:7][C:6](=[O:8])[N:5]([C:9]2[CH:14]=[CH:13][C:12]([S:15]([CH2:17][CH2:18][F:19])=[O:16])=[C:11]([F:20])[CH:10]=2)[CH2:4]1.[C:21](SCC)(=[S:23])[CH3:22], predict the reaction product. The product is: [C:21]([NH:1][CH2:2][C@@H:3]1[O:7][C:6](=[O:8])[N:5]([C:9]2[CH:14]=[CH:13][C:12]([S:15]([CH2:17][CH2:18][F:19])=[O:16])=[C:11]([F:20])[CH:10]=2)[CH2:4]1)(=[S:23])[CH3:22].